From a dataset of Forward reaction prediction with 1.9M reactions from USPTO patents (1976-2016). Predict the product of the given reaction. Given the reactants Cl[CH2:2][CH2:3][O:4][C:5]1[CH:10]=[CH:9][C:8]([C:11]2[CH:12]=[N:13][CH:14]=[C:15]([C:18]=2[NH:19][C:20]2[C:21]([CH3:30])=[C:22]3[C:26](=[C:27]([Cl:29])[CH:28]=2)[NH:25][CH:24]=[CH:23]3)[C:16]#[N:17])=[CH:7][CH:6]=1.[CH3:31][NH:32][CH3:33], predict the reaction product. The product is: [Cl:29][C:27]1[CH:28]=[C:20]([NH:19][C:18]2[C:15]([C:16]#[N:17])=[CH:14][N:13]=[CH:12][C:11]=2[C:8]2[CH:9]=[CH:10][C:5]([O:4][CH2:3][CH2:2][N:32]([CH3:33])[CH3:31])=[CH:6][CH:7]=2)[C:21]([CH3:30])=[C:22]2[C:26]=1[NH:25][CH:24]=[CH:23]2.